Dataset: Forward reaction prediction with 1.9M reactions from USPTO patents (1976-2016). Task: Predict the product of the given reaction. (1) Given the reactants [F:1][C:2]1[CH:3]=[C:4]2[C:9](=[CH:10][CH:11]=1)[N:8]([C:12]1[C:13]([C:26]3[CH:27]=[C:28]4[C:32](=[CH:33][CH:34]=3)[NH:31][N:30]=[CH:29]4)=[N:14][C:15]3[C:20]([N:21]=1)=[CH:19][C:18]([C:22]([O:24]C)=[O:23])=[CH:17][CH:16]=3)[CH2:7][CH2:6][CH2:5]2.[OH-].[Na+].O, predict the reaction product. The product is: [F:1][C:2]1[CH:3]=[C:4]2[C:9](=[CH:10][CH:11]=1)[N:8]([C:12]1[C:13]([C:26]3[CH:27]=[C:28]4[C:32](=[CH:33][CH:34]=3)[NH:31][N:30]=[CH:29]4)=[N:14][C:15]3[C:20]([N:21]=1)=[CH:19][C:18]([C:22]([OH:24])=[O:23])=[CH:17][CH:16]=3)[CH2:7][CH2:6][CH2:5]2. (2) Given the reactants [CH3:1][O:2][CH:3]([O:23][CH3:24])[C:4]1[N:13]=[C:12]2[C:7]([CH2:8][CH2:9][CH2:10][N:11]2[C:14]([O:16]C2C=CC=CC=2)=O)=[CH:6][CH:5]=1.[NH2:25][C:26]1[CH:31]=[CH:30][C:29]([C:32]#[N:33])=[CH:28][N:27]=1.[Li+].C[Si]([N-][Si](C)(C)C)(C)C, predict the reaction product. The product is: [C:32]([C:29]1[CH:30]=[CH:31][C:26]([NH:25][C:14]([N:11]2[C:12]3[C:7](=[CH:6][CH:5]=[C:4]([CH:3]([O:2][CH3:1])[O:23][CH3:24])[N:13]=3)[CH2:8][CH2:9][CH2:10]2)=[O:16])=[N:27][CH:28]=1)#[N:33]. (3) Given the reactants [N:1]1([C:10]2[S:14][C:13]([C:15]([O:17]C)=O)=[C:12]([O:19][CH2:20][C:21]3[CH:26]=[CH:25][C:24]([Cl:27])=[CH:23][CH:22]=3)[CH:11]=2)[C:5]2[CH:6]=[CH:7][CH:8]=[CH:9][C:4]=2[N:3]=[CH:2]1.[NH3:28], predict the reaction product. The product is: [N:1]1([C:10]2[S:14][C:13]([C:15]([NH2:28])=[O:17])=[C:12]([O:19][CH2:20][C:21]3[CH:26]=[CH:25][C:24]([Cl:27])=[CH:23][CH:22]=3)[CH:11]=2)[C:5]2[CH:6]=[CH:7][CH:8]=[CH:9][C:4]=2[N:3]=[CH:2]1. (4) The product is: [C:25]([C:29]1[CH:34]=[CH:33][C:32]([C:2]2[C:15]3[C:16]4=[C:17]5[C:12](=[CH:13][CH:14]=3)[CH:11]=[CH:10][C:9]([C:18]3[CH:19]=[CH:20][C:21]([Cl:24])=[CH:22][CH:23]=3)=[C:8]5[CH:7]=[CH:6][C:5]4=[CH:4][CH:3]=2)=[CH:31][CH:30]=1)([CH3:28])([CH3:27])[CH3:26]. Given the reactants Br[C:2]1[C:15]2[C:16]3=[C:17]4[C:12](=[CH:13][CH:14]=2)[CH:11]=[CH:10][C:9]([C:18]2[CH:23]=[CH:22][C:21]([Cl:24])=[CH:20][CH:19]=2)=[C:8]4[CH:7]=[CH:6][C:5]3=[CH:4][CH:3]=1.[C:25]([C:29]1[CH:34]=[CH:33][C:32](B(O)O)=[CH:31][CH:30]=1)([CH3:28])([CH3:27])[CH3:26].P([O-])([O-])([O-])=O.[K+].[K+].[K+].CN(C)C=O, predict the reaction product.